This data is from Peptide-MHC class II binding affinity with 134,281 pairs from IEDB. The task is: Regression. Given a peptide amino acid sequence and an MHC pseudo amino acid sequence, predict their binding affinity value. This is MHC class II binding data. (1) The peptide sequence is KFVDSTVVASVTIID. The MHC is DRB3_0202 with pseudo-sequence DRB3_0202. The binding affinity (normalized) is 0. (2) The peptide sequence is KKPTGKVTLEADVILPI. The MHC is HLA-DQA10201-DQB10402 with pseudo-sequence HLA-DQA10201-DQB10402. The binding affinity (normalized) is 0.